From a dataset of Catalyst prediction with 721,799 reactions and 888 catalyst types from USPTO. Predict which catalyst facilitates the given reaction. Reactant: C([O:3][C:4]([C:6]1[CH:7]=[CH:8][C:9](=[O:12])[NH:10][N:11]=1)=[CH2:5])C.[Br:13]N1C(=O)CCC1=O. Product: [Br:13][CH2:3][C:4]([C:6]1[CH:7]=[CH:8][C:9](=[O:12])[NH:10][N:11]=1)=[O:5]. The catalyst class is: 30.